This data is from Reaction yield outcomes from USPTO patents with 853,638 reactions. The task is: Predict the reaction yield, written as a fraction of the theoretical maximum amount of product (1.0 means a 100% yield; for example, 0.34 means a 34% yield). The reactants are [Br:1][CH2:2][CH2:3][C@@H:4](O)[C:5]([O:7][CH2:8][CH3:9])=[O:6].O(S(C(F)(F)F)(=O)=O)S(C(F)(F)F)(=O)=O.N1C(C)=CC=CC=1C.[C:34]([O:38][C:39](=[O:42])[NH:40][NH2:41])([CH3:37])([CH3:36])[CH3:35]. The catalyst is C(Cl)Cl. The product is [Br:1][CH2:2][CH2:3][C@H:4]([NH:41][NH:40][C:39]([O:38][C:34]([CH3:37])([CH3:36])[CH3:35])=[O:42])[C:5]([O:7][CH2:8][CH3:9])=[O:6]. The yield is 0.970.